Dataset: Reaction yield outcomes from USPTO patents with 853,638 reactions. Task: Predict the reaction yield, written as a fraction of the theoretical maximum amount of product (1.0 means a 100% yield; for example, 0.34 means a 34% yield). (1) The reactants are [O:1]1[CH:5]=[CH:4][CH:3]=[C:2]1[C:6]1[N:7]=[C:8]([NH:18][C:19]([C:21]2[CH:26]=[CH:25][N:24]=[CH:23][CH:22]=2)=[O:20])[S:9][C:10]=1[C:11]([C:13]1[CH:17]=[CH:16][NH:15][CH:14]=1)=[O:12].[H-].[Na+].[CH3:29]I.O. The catalyst is CN(C=O)C. The product is [O:1]1[CH:5]=[CH:4][CH:3]=[C:2]1[C:6]1[N:7]=[C:8]([NH:18][C:19]([C:21]2[CH:22]=[CH:23][N:24]=[CH:25][CH:26]=2)=[O:20])[S:9][C:10]=1[C:11]([C:13]1[CH:17]=[CH:16][N:15]([CH3:29])[CH:14]=1)=[O:12]. The yield is 0.890. (2) The reactants are Cl[C:2]1[C:7]([C:8]#[N:9])=[CH:6][CH:5]=[CH:4][N:3]=1.[F:10][C:11]1[CH:12]=[C:13](B(O)O)[CH:14]=[CH:15][C:16]=1[F:17]. No catalyst specified. The product is [F:10][C:11]1[CH:12]=[C:13]([C:2]2[N:3]=[CH:4][CH:5]=[CH:6][C:7]=2[C:8]#[N:9])[CH:14]=[CH:15][C:16]=1[F:17]. The yield is 0.770. (3) The reactants are N1C=CC=C(CN)C=1.[F:9][C:10]1[CH:11]=[C:12]([CH:15]=[CH:16][C:17]=1[F:18])[CH2:13][NH2:14].[F:19][C:20]1[CH:42]=[CH:41][C:23]([CH2:24][N:25]2[C@@H:29]([CH3:30])[CH2:28][N:27]([C:31]3[S:32][C:33]([C:37](O)=[O:38])=[C:34]([CH3:36])[N:35]=3)[C:26]2=[O:40])=[CH:22][CH:21]=1. No catalyst specified. The product is [F:9][C:10]1[CH:11]=[C:12]([CH:15]=[CH:16][C:17]=1[F:18])[CH2:13][NH:14][C:37]([C:33]1[S:32][C:31]([N:27]2[CH2:28][C@H:29]([CH3:30])[N:25]([CH2:24][C:23]3[CH:41]=[CH:42][C:20]([F:19])=[CH:21][CH:22]=3)[C:26]2=[O:40])=[N:35][C:34]=1[CH3:36])=[O:38]. The yield is 0.740. (4) The reactants are [F:1][C:2]1[CH:3]=[N:4][C:5]([C:8]#[N:9])=[N:6][CH:7]=1.C[Mg+].[Br-].[C:13](OC(=O)C)(=[O:15])[CH3:14].[C:20](=O)(O)[O-].[Na+]. The catalyst is C1COCC1.CCOCC.C(Cl)Cl. The product is [F:1][C:2]1[CH:3]=[N:4][C:5]([C:8]([NH:9][C:13](=[O:15])[CH3:14])=[CH2:20])=[N:6][CH:7]=1. The yield is 0.260.